This data is from Reaction yield outcomes from USPTO patents with 853,638 reactions. The task is: Predict the reaction yield, written as a fraction of the theoretical maximum amount of product (1.0 means a 100% yield; for example, 0.34 means a 34% yield). (1) The yield is 0.900. The reactants are [NH2:1][C:2]1[CH:15]=[CH:14][C:13]([Cl:16])=[CH:12][C:3]=1[C:4]([C:6]1[CH:11]=[CH:10][CH:9]=[CH:8][CH:7]=1)=[O:5].[O:17](S(C(F)(F)F)(=O)=O)[S:18]([C:21]([F:24])([F:23])[F:22])(=O)=[O:19]. The product is [C:4]([C:3]1[CH:12]=[C:13]([Cl:16])[CH:14]=[CH:15][C:2]=1[NH:1][S:18]([C:21]([F:24])([F:23])[F:22])(=[O:19])=[O:17])(=[O:5])[C:6]1[CH:7]=[CH:8][CH:9]=[CH:10][CH:11]=1. The catalyst is C(Cl)Cl. (2) The reactants are Br[C:2]1[CH:7]=[CH:6][C:5]([C:8]23[CH2:15][CH2:14][C:11]([CH2:16][C:17]([O:19][CH3:20])=[O:18])([CH2:12][CH2:13]2)[O:10][CH2:9]3)=[CH:4][CH:3]=1.[B:21]1([B:21]2[O:25][C:24]([CH3:27])([CH3:26])[C:23]([CH3:29])([CH3:28])[O:22]2)[O:25][C:24]([CH3:27])([CH3:26])[C:23]([CH3:29])([CH3:28])[O:22]1.C([O-])(=O)C.[K+]. The catalyst is C1C=CC(P(C2C=CC=CC=2)[C-]2C=CC=C2)=CC=1.C1C=CC(P(C2C=CC=CC=2)[C-]2C=CC=C2)=CC=1.Cl[Pd]Cl.[Fe+2].O1CCOCC1. The product is [CH3:28][C:23]1([CH3:29])[C:24]([CH3:27])([CH3:26])[O:25][B:21]([C:2]2[CH:7]=[CH:6][C:5]([C:8]34[CH2:15][CH2:14][C:11]([CH2:16][C:17]([O:19][CH3:20])=[O:18])([CH2:12][CH2:13]3)[O:10][CH2:9]4)=[CH:4][CH:3]=2)[O:22]1. The yield is 0.990. (3) The product is [CH2:1]([C:3]1[N:7]([C:8]2[N:16]=[C:15]3[C:11]([N:12]=[C:13]([CH2:18][N:30]4[CH2:31][CH:32]([CH2:34][N:35]([CH3:40])[CH:36]5[CH2:37][O:38][CH2:39]5)[CH2:33]4)[N:14]3[CH3:17])=[C:10]([N:20]3[CH2:25][CH2:24][O:23][CH2:22][CH2:21]3)[N:9]=2)[C:6]2[CH:26]=[CH:27][CH:28]=[CH:29][C:5]=2[N:4]=1)[CH3:2]. The reactants are [CH2:1]([C:3]1[N:7]([C:8]2[N:16]=[C:15]3[C:11]([N:12]=[C:13]([CH:18]=O)[N:14]3[CH3:17])=[C:10]([N:20]3[CH2:25][CH2:24][O:23][CH2:22][CH2:21]3)[N:9]=2)[C:6]2[CH:26]=[CH:27][CH:28]=[CH:29][C:5]=2[N:4]=1)[CH3:2].[NH:30]1[CH2:33][CH:32]([CH2:34][N:35]([CH3:40])[CH:36]2[CH2:39][O:38][CH2:37]2)[CH2:31]1.C(O[BH-](OC(=O)C)OC(=O)C)(=O)C.[Na+]. The yield is 0.590. The catalyst is ClCCCl. (4) The reactants are Br[C:2]1[CH:7]=[CH:6][C:5]([F:8])=[CH:4][N:3]=1.C([Cu])#N.C[N:13]([CH:15]=[O:16])C. The yield is 0.312. The product is [F:8][C:5]1[CH:6]=[CH:7][C:2]([C:15]([NH2:13])=[O:16])=[N:3][CH:4]=1. The catalyst is Cl. (5) The catalyst is CCCCO. The product is [ClH:41].[NH2:25][C@@H:21]1[CH2:22][CH2:23][CH2:24][N:19]([C:3]2[C:2]([Br:1])=[CH:7][N:6]=[C:5]3[NH:8][CH:9]=[C:10]([NH:11][C:12](=[O:17])[C:13]([CH3:16])([CH3:15])[CH3:14])[C:4]=23)[CH2:20]1. The yield is 0.320. The reactants are [Br:1][C:2]1[C:3](F)=[C:4]2[C:10]([NH:11][C:12](=[O:17])[C:13]([CH3:16])([CH3:15])[CH3:14])=[CH:9][NH:8][C:5]2=[N:6][CH:7]=1.[NH:19]1[CH2:24][CH2:23][CH2:22][C@@H:21]([NH:25]C(=O)OC(C)(C)C)[CH2:20]1.C(O)(C(F)(F)F)=O.C(Cl)[Cl:41]. (6) The reactants are [Cl:1][C:2]1[C:3]([Cl:13])=[CH:4][C:5]2[O:10][CH2:9][C:8](=[O:11])[NH:7][C:6]=2[CH:12]=1.Br[CH2:15][C:16]([O:18][CH2:19][CH3:20])=[O:17].FC(F)(F)C(O)=O.Cl. The catalyst is CN(C=O)C.CC#N.O. The product is [Cl:1][C:2]1[C:3]([Cl:13])=[CH:4][C:5]2[O:10][CH2:9][C:8](=[O:11])[N:7]([CH2:15][C:16]([O:18][CH2:19][CH3:20])=[O:17])[C:6]=2[CH:12]=1. The yield is 0.840. (7) The reactants are [Cl:1][C:2]1[CH:31]=[CH:30][C:5]([CH2:6][N:7]([CH2:28][CH3:29])[C:8](=[O:27])[CH2:9][O:10][C:11]2[CH:16]=[CH:15][C:14]([CH2:17][C@H:18]([O:24][CH2:25][CH3:26])[C:19]([O:21]CC)=[O:20])=[CH:13][CH:12]=2)=[CH:4][CH:3]=1.[Li+].[OH-].Cl. The catalyst is C1COCC1. The product is [Cl:1][C:2]1[CH:3]=[CH:4][C:5]([CH2:6][N:7]([CH2:28][CH3:29])[C:8](=[O:27])[CH2:9][O:10][C:11]2[CH:16]=[CH:15][C:14]([CH2:17][C@H:18]([O:24][CH2:25][CH3:26])[C:19]([OH:21])=[O:20])=[CH:13][CH:12]=2)=[CH:30][CH:31]=1. The yield is 0.610. (8) The reactants are Br[C:2]1[N:7]=[C:6]2[N:8]([CH3:23])[C:9]3[CH2:14][CH:13]([CH3:15])[N:12]([C:16]([O:18][C:19]([CH3:22])([CH3:21])[CH3:20])=[O:17])[CH2:11][C:10]=3[C:5]2=[CH:4][CH:3]=1.[CH2:24]([O:31][C:32]1[CH:37]=[CH:36][NH:35][C:34](=[O:38])[CH:33]=1)[C:25]1[CH:30]=[CH:29][CH:28]=[CH:27][CH:26]=1. No catalyst specified. The product is [CH2:24]([O:31][C:32]1[CH:37]=[CH:36][N:35]([C:2]2[N:7]=[C:6]3[N:8]([CH3:23])[C:9]4[CH2:14][CH:13]([CH3:15])[N:12]([C:16]([O:18][C:19]([CH3:22])([CH3:21])[CH3:20])=[O:17])[CH2:11][C:10]=4[C:5]3=[CH:4][CH:3]=2)[C:34](=[O:38])[CH:33]=1)[C:25]1[CH:26]=[CH:27][CH:28]=[CH:29][CH:30]=1. The yield is 0.570.